The task is: Predict the reaction yield, written as a fraction of the theoretical maximum amount of product (1.0 means a 100% yield; for example, 0.34 means a 34% yield).. This data is from Reaction yield outcomes from USPTO patents with 853,638 reactions. (1) The reactants are [O:1]1[CH:5]=[CH:4][N:3]=[CH:2]1.[Li]CCCC.I[C:12]1[CH:13]=[C:14]([C:22]([O:24][CH3:25])=[O:23])[CH:15]=[C:16]([CH:21]=1)[C:17]([O:19][CH3:20])=[O:18]. The catalyst is C1COCC1.CCOC(C)=O.O.[Cl-].[Cl-].[Zn+2].C1C=CC([P]([Pd]([P](C2C=CC=CC=2)(C2C=CC=CC=2)C2C=CC=CC=2)([P](C2C=CC=CC=2)(C2C=CC=CC=2)C2C=CC=CC=2)[P](C2C=CC=CC=2)(C2C=CC=CC=2)C2C=CC=CC=2)(C2C=CC=CC=2)C2C=CC=CC=2)=CC=1. The product is [O:1]1[CH:5]=[CH:4][N:3]=[C:2]1[C:12]1[CH:21]=[C:16]([C:17]([O:19][CH3:20])=[O:18])[CH:15]=[C:14]([CH:13]=1)[C:22]([O:24][CH3:25])=[O:23]. The yield is 0.540. (2) The reactants are [CH3:1][C:2]1([CH3:15])[C:10]2[C:5](=[CH:6][CH:7]=[C:8]([C:11]([OH:13])=O)[CH:9]=2)[NH:4][C:3]1=[O:14].[CH2:16]1[C@H:25]2[C@H:20]([CH2:21][CH2:22][C:23]3[CH:29]=[CH:28][CH:27]=[CH:26][C:24]=32)[NH:19][CH2:18][CH2:17]1.F[P-](F)(F)(F)(F)F.N1(OC(N(C)C)=[N+](C)C)C2N=CC=CC=2N=N1. No catalyst specified. The product is [CH2:16]1[C@H:25]2[C@H:20]([CH2:21][CH2:22][C:23]3[CH:29]=[CH:28][CH:27]=[CH:26][C:24]=32)[N:19]([C:11]([C:8]2[CH:9]=[C:10]3[C:5](=[CH:6][CH:7]=2)[NH:4][C:3](=[O:14])[C:2]3([CH3:1])[CH3:15])=[O:13])[CH2:18][CH2:17]1. The yield is 0.190. (3) The reactants are C([O:3][C:4]([C:6]1([NH:15][C:16](=[O:29])[C:17]2[CH:22]=[CH:21][CH:20]=[C:19]([CH3:23])[C:18]=2[O:24][CH:25]([CH2:27][CH3:28])[CH3:26])[CH2:14][C:13]2[C:8](=[CH:9][CH:10]=[CH:11][CH:12]=2)[CH2:7]1)=[O:5])C.[OH-].[K+].O. The catalyst is CCO. The product is [CH:25]([O:24][C:18]1[C:19]([CH3:23])=[CH:20][CH:21]=[CH:22][C:17]=1[C:16]([NH:15][C:6]1([C:4]([OH:5])=[O:3])[CH2:7][C:8]2[C:13](=[CH:12][CH:11]=[CH:10][CH:9]=2)[CH2:14]1)=[O:29])([CH2:27][CH3:28])[CH3:26]. The yield is 1.00. (4) The reactants are [F-].C([N+](CCCC)(CCCC)CCCC)CCC.C([Si](C)(C)[O:24][C:25]1[CH:30]=[CH:29][C:28]([C:31]([C:35]2[CH:40]=[C:39]([O:41][CH3:42])[CH:38]=[C:37]([O:43][CH3:44])[CH:36]=2)=[CH:32][C:33]#[N:34])=[CH:27][C:26]=1[O:45][CH3:46])(C)(C)C.CCOCC. The catalyst is C1COCC1. The product is [CH3:42][O:41][C:39]1[CH:40]=[C:35]([C:31]([C:28]2[CH:29]=[CH:30][C:25]([OH:24])=[C:26]([O:45][CH3:46])[CH:27]=2)=[CH:32][C:33]#[N:34])[CH:36]=[C:37]([O:43][CH3:44])[CH:38]=1. The yield is 0.880. (5) The reactants are [Cl:1][C:2]1[CH:3]=[C:4]([NH:9][C:10]([CH:12]2[CH2:17][CH2:16][N:15]([CH2:18][C@@H:19]3[CH2:24][CH2:23][CH2:22][NH:21][CH2:20]3)[CH2:14][CH2:13]2)=[O:11])[CH:5]=[CH:6][C:7]=1[Cl:8].C(=O)([O-])[O-].[K+].[K+].[CH2:31](Br)[CH3:32]. The catalyst is CN(C)C=O. The product is [Cl:1][C:2]1[CH:3]=[C:4]([NH:9][C:10]([CH:12]2[CH2:13][CH2:14][N:15]([CH2:18][C@@H:19]3[CH2:24][CH2:23][CH2:22][N:21]([CH2:31][CH3:32])[CH2:20]3)[CH2:16][CH2:17]2)=[O:11])[CH:5]=[CH:6][C:7]=1[Cl:8]. The yield is 0.740.